Dataset: Reaction yield outcomes from USPTO patents with 853,638 reactions. Task: Predict the reaction yield, written as a fraction of the theoretical maximum amount of product (1.0 means a 100% yield; for example, 0.34 means a 34% yield). The reactants are COC1C=CC(C[NH:8][C:9]2N=CN=[C:11]([O:15][C:16]3[CH:21]=[CH:20][C:19]([NH:22][C:23]([NH:25][C:26](=[O:35])[CH2:27][C:28]4[CH:33]=[CH:32][C:31]([F:34])=[CH:30][CH:29]=4)=[O:24])=[CH:18][C:17]=3[F:36])[CH:10]=2)=CC=1.NC1C=CC(OC2C=CN=[C:47]([C:51]([NH2:53])=[O:52])[CH:46]=2)=C(F)C=1. The catalyst is C(Cl)Cl.CN(C=O)C. The product is [C:51]([C:47]1[CH:46]=[C:11]([O:15][C:16]2[CH:21]=[CH:20][C:19]([NH:22][C:23]([NH:25][C:26](=[O:35])[CH2:27][C:28]3[CH:33]=[CH:32][C:31]([F:34])=[CH:30][CH:29]=3)=[O:24])=[CH:18][C:17]=2[F:36])[CH:10]=[CH:9][N:8]=1)(=[O:52])[NH2:53]. The yield is 0.690.